Dataset: Catalyst prediction with 721,799 reactions and 888 catalyst types from USPTO. Task: Predict which catalyst facilitates the given reaction. Reactant: [F:1][C:2]1[C:3]([C:9]([O:11][CH2:12][CH3:13])=[O:10])=[N:4][CH:5]=[C:6](F)[CH:7]=1.[F:14][C:15]([F:18])(O)[CH3:16].C(=O)([O-])[O-:20].[K+].[K+]. Product: [F:14][CH:15]([F:18])[CH2:16][O:20][C:6]1[CH:7]=[C:2]([F:1])[C:3]([C:9]([O:11][CH2:12][CH3:13])=[O:10])=[N:4][CH:5]=1. The catalyst class is: 10.